This data is from Full USPTO retrosynthesis dataset with 1.9M reactions from patents (1976-2016). The task is: Predict the reactants needed to synthesize the given product. (1) Given the product [OH:30][CH2:29][C@H:18]([NH:17][C:5]([C:10]1[CH:11]=[C:2]([I:1])[CH:35]=[C:36]2[C:48]=1[O:49][C:39]([CH3:40])([CH3:31])[CH:38]=[CH:37]2)=[O:4])[CH2:19][C:20]1[C:28]2[C:23](=[CH:24][CH:25]=[CH:26][CH:27]=2)[NH:22][CH:21]=1, predict the reactants needed to synthesize it. The reactants are: [I:1][C:2]1C(C)(C)[O:4][C:5]2[C:10]([CH:11]=1)=CC=CC=2C(O)=O.[NH2:17][C@@H:18]([CH2:29][OH:30])[CH2:19][C:20]1[C:28]2[C:23](=[CH:24][CH:25]=[CH:26][CH:27]=2)[NH:22][CH:21]=1.[CH2:31](Cl)CCl.[CH:35]1[CH:36]=[CH:37][C:38]2N(O)N=N[C:39]=2[CH:40]=1.CN([CH:48]=[O:49])C. (2) Given the product [Cl:1][C:2]1[CH:3]=[CH:4][C:5]([CH:8]2[C:9]3[C:10](=[N:11][N:12]([CH3:15])[C:13]=3[CH3:14])[C:16](=[O:17])[N:19]2[C:20]2[CH:25]=[C:24]([F:26])[C:23](=[O:27])[N:22]([CH3:28])[CH:21]=2)=[CH:6][CH:7]=1, predict the reactants needed to synthesize it. The reactants are: [Cl:1][C:2]1[CH:7]=[CH:6][C:5]([CH:8]([NH:19][C:20]2[CH:25]=[C:24]([F:26])[C:23](=[O:27])[N:22]([CH3:28])[CH:21]=2)[C:9]2[C:10]([C:16](O)=[O:17])=[N:11][N:12]([CH3:15])[C:13]=2[CH3:14])=[CH:4][CH:3]=1.